The task is: Predict the product of the given reaction.. This data is from Forward reaction prediction with 1.9M reactions from USPTO patents (1976-2016). (1) Given the reactants [CH3:1][O:2][C:3]1[CH:4]=[C:5]([CH2:11][C:12](=[O:16])[CH2:13][C:14]#[N:15])[CH:6]=[CH:7][C:8]=1[O:9][CH3:10].CO[CH:19](OC)[N:20](C)C.[C:25]([O-])(=O)C.[NH4+], predict the reaction product. The product is: [CH3:1][O:2][C:3]1[CH:4]=[C:5]([C:11]2[CH:25]=[N:15][CH:14]=[C:13]([C:12]=2[OH:16])[C:19]#[N:20])[CH:6]=[CH:7][C:8]=1[O:9][CH3:10]. (2) Given the reactants [N+](C1C=CC(N)=CC=1)([O-])=O.CS(Cl)(=O)=O.CN(C)C1C=CC=CC=1.[CH3:25][S:26]([NH:29][C:30]1[CH:35]=[CH:34][C:33]([N+:36]([O-])=O)=[CH:32][CH:31]=1)(=[O:28])=[O:27].S(S([O-])=O)([O-])=O.[Na+].[Na+], predict the reaction product. The product is: [CH3:25][S:26]([NH:29][C:30]1[CH:35]=[CH:34][C:33]([NH2:36])=[CH:32][CH:31]=1)(=[O:28])=[O:27]. (3) Given the reactants [CH3:1][CH:2]([OH:4])[CH3:3].[Na].Br[C:7]1[N:14]=[C:13]([NH2:15])[CH:12]=[C:11]([NH2:16])[C:8]=1[C:9]#[N:10], predict the reaction product. The product is: [NH2:16][C:11]1[C:8]([C:9]#[N:10])=[C:7]([O:4][CH:2]([CH3:3])[CH3:1])[N:14]=[C:13]([NH2:15])[CH:12]=1.